From a dataset of Forward reaction prediction with 1.9M reactions from USPTO patents (1976-2016). Predict the product of the given reaction. (1) Given the reactants [CH3:1][C:2]1[N:3]=[C:4]([NH:7][C:8]2[CH:13]=[C:12]([O:14][CH:15]3[CH2:20][CH2:19][N:18](C(OC(C)(C)C)=O)[CH2:17][CH2:16]3)[CH:11]=[CH:10][N:9]=2)[S:5][CH:6]=1.[F:28][C:29]([F:34])([F:33])[C:30]([OH:32])=[O:31], predict the reaction product. The product is: [OH:32][C:30]([C:29]([F:34])([F:33])[F:28])=[O:31].[CH3:1][C:2]1[N:3]=[C:4]([NH:7][C:8]2[CH:13]=[C:12]([O:14][CH:15]3[CH2:20][CH2:19][NH:18][CH2:17][CH2:16]3)[CH:11]=[CH:10][N:9]=2)[S:5][CH:6]=1. (2) Given the reactants [Cl:1][C:2]1[CH:3]=[C:4]([CH:33]=[CH:34][C:35]=1[Cl:36])[CH2:5][CH:6]1[CH2:11][CH2:10][N:9]([CH2:12][C@H:13]([NH:17][C:18]([NH:20][C:21]2[CH:26]=[C:25]([O:27][CH3:28])[C:24]([O:29][CH3:30])=[C:23]([O:31][CH3:32])[CH:22]=2)=[O:19])[CH:14]([CH3:16])[CH3:15])[CH2:8][CH2:7]1.Cl[CH2:38][CH2:39][OH:40], predict the reaction product. The product is: [Cl-:1].[Cl:1][C:2]1[CH:3]=[C:4]([CH:33]=[CH:34][C:35]=1[Cl:36])[CH2:5][CH:6]1[CH2:7][CH2:8][N+:9]([CH2:38][CH2:39][OH:40])([CH2:12][CH:13]([NH:17][C:18]([NH:20][C:21]2[CH:26]=[C:25]([O:27][CH3:28])[C:24]([O:29][CH3:30])=[C:23]([O:31][CH3:32])[CH:22]=2)=[O:19])[CH:14]([CH3:16])[CH3:15])[CH2:10][CH2:11]1.